This data is from Reaction yield outcomes from USPTO patents with 853,638 reactions. The task is: Predict the reaction yield, written as a fraction of the theoretical maximum amount of product (1.0 means a 100% yield; for example, 0.34 means a 34% yield). (1) The reactants are [CH3:1][N:2]([CH3:6])[CH2:3][CH2:4][OH:5].CC(C)([O-])C.[Na+].[Br:13][C:14]1[CH:19]=[N:18][C:17](Br)=[CH:16][N:15]=1. The catalyst is C1COCC1.C(OCC)(=O)C. The product is [Br:13][C:14]1[N:15]=[CH:16][C:17]([O:5][CH2:4][CH2:3][N:2]([CH3:6])[CH3:1])=[N:18][CH:19]=1. The yield is 0.880. (2) The reactants are Cl.[Cl:2][C:3]1[CH:4]=[C:5]2[C:9](=[CH:10][CH:11]=1)[NH:8][CH:7]=[C:6]2[CH2:12][CH2:13][NH2:14].[O:15]=[C:16]1[CH:20]([C:21](O)=[O:22])[CH2:19][CH2:18][N:17]1[C:24]1[CH:25]=[C:26]([CH3:30])[CH:27]=[CH:28][CH:29]=1.[O:15]=[C:16]1[CH:20]([C:21](O)=[O:22])[CH2:19][CH2:18][N:17]1[C:24]1[CH:25]=[C:26]([CH3:30])[CH:27]=[CH:28][CH:29]=1.C1CN([P+](ON2N=NC3C=CC=CC2=3)(N2CCCC2)N2CCCC2)CC1.F[P-](F)(F)(F)(F)F.C(N(CC)C(C)C)(C)C. The catalyst is CN(C=O)C. The product is [Cl:2][C:3]1[CH:4]=[C:5]2[C:9](=[CH:10][CH:11]=1)[NH:8][CH:7]=[C:6]2[CH2:12][CH2:13][NH:14][C:21]([CH:20]1[CH2:19][CH2:18][N:17]([C:24]2[CH:25]=[C:26]([CH3:30])[CH:27]=[CH:28][CH:29]=2)[C:16]1=[O:15])=[O:22]. The yield is 0.440.